This data is from Catalyst prediction with 721,799 reactions and 888 catalyst types from USPTO. The task is: Predict which catalyst facilitates the given reaction. (1) Product: [C:10]([O:13][C@H:14]1[CH2:31][CH2:30][C@@:29]2([CH2:6][NH2:7])[C:16](=[CH:17][CH2:18][C@@H:19]3[C@@H:28]2[CH2:27][CH2:26][C@@:24]2([CH3:25])[C@H:20]3[CH2:21][CH2:22][C@@H:23]2[O:34][C:35](=[O:37])[CH3:36])[CH2:15]1)(=[O:12])[CH3:11]. The catalyst class is: 5. Reactant: C([O-])(=O)C.[NH4+].[C:6]([BH3-])#[N:7].[Na+].[C:10]([O:13][C@H:14]1[CH2:31][CH2:30][C@@:29]2(C=O)[C:16](=[CH:17][CH2:18][C@@H:19]3[C@@H:28]2[CH2:27][CH2:26][C@@:24]2([CH3:25])[C@H:20]3[CH2:21][CH2:22][C@@H:23]2[O:34][C:35](=[O:37])[CH3:36])[CH2:15]1)(=[O:12])[CH3:11]. (2) Reactant: [CH2:1]([O:3][C:4]([C:6]1[NH:7][C:8]([CH:12]=[CH:13][C:14]([O:16][C:17]([CH3:20])([CH3:19])[CH3:18])=[O:15])=[CH:9][C:10]=1[CH3:11])=[O:5])[CH3:2].C(O)C. Product: [CH2:1]([O:3][C:4]([C:6]1[NH:7][C:8]([CH2:12][CH2:13][C:14]([O:16][C:17]([CH3:18])([CH3:20])[CH3:19])=[O:15])=[CH:9][C:10]=1[CH3:11])=[O:5])[CH3:2]. The catalyst class is: 78. (3) Reactant: [C:1]1([NH:7][CH2:8][CH2:9][NH2:10])[CH:6]=[CH:5][CH:4]=[CH:3][CH:2]=1.Cl[C:12]1[C:21]2[C:16](=[CH:17][C:18]([O:24][CH3:25])=[C:19]([O:22][CH3:23])[CH:20]=2)[N:15]=[C:14]([CH:26]2[CH2:28][CH2:27]2)[N:13]=1.C([O-])([O-])=O.[K+].[K+]. Product: [CH:26]1([C:14]2[N:13]=[C:12]([NH:10][CH2:9][CH2:8][NH:7][C:1]3[CH:6]=[CH:5][CH:4]=[CH:3][CH:2]=3)[C:21]3[C:16](=[CH:17][C:18]([O:24][CH3:25])=[C:19]([O:22][CH3:23])[CH:20]=3)[N:15]=2)[CH2:28][CH2:27]1. The catalyst class is: 31. (4) Reactant: Cl[C:2]1[C:11]2[C:6](=[CH:7][CH:8]=[CH:9][CH:10]=2)[C:5]([C:12]2[CH:17]=[CH:16][C:15]([Cl:18])=[CH:14][N:13]=2)=[N:4][N:3]=1.C[Si](C)(C)[C:21]1[O:29][C:28]2[C:23](=[N:24][CH:25]=[CH:26][C:27]=2[S:30][C:31]2[CH:36]=[CH:35][C:34]([NH2:37])=[CH:33][CH:32]=2)[CH:22]=1.CCCC[N+](CCCC)(CCCC)CCCC.[F-]. Product: [Cl:18][C:15]1[CH:16]=[CH:17][C:12]([C:5]2[C:6]3[C:11](=[CH:10][CH:9]=[CH:8][CH:7]=3)[C:2]([NH:37][C:34]3[CH:33]=[CH:32][C:31]([S:30][C:27]4[CH:26]=[CH:25][N:24]=[C:23]5[CH:22]=[CH:21][O:29][C:28]=45)=[CH:36][CH:35]=3)=[N:3][N:4]=2)=[N:13][CH:14]=1. The catalyst class is: 868.